This data is from TCR-epitope binding with 47,182 pairs between 192 epitopes and 23,139 TCRs. The task is: Binary Classification. Given a T-cell receptor sequence (or CDR3 region) and an epitope sequence, predict whether binding occurs between them. (1) The epitope is EEHVQIHTI. The TCR CDR3 sequence is CATGGGEETQYF. Result: 0 (the TCR does not bind to the epitope). (2) The epitope is RISNCVADY. The TCR CDR3 sequence is CASSLRGFGNTIYF. Result: 1 (the TCR binds to the epitope). (3) The epitope is IQYIDIGNY. The TCR CDR3 sequence is CASSHGGLAEYNEQFF. Result: 1 (the TCR binds to the epitope). (4) The epitope is IPIQASLPF. The TCR CDR3 sequence is CASSLMPGTDTQYF. Result: 0 (the TCR does not bind to the epitope). (5) The epitope is QARQMVQAMRTIGTHP. The TCR CDR3 sequence is CSAEWDRAYNEQFF. Result: 0 (the TCR does not bind to the epitope). (6) The epitope is CLGGLLTMV. The TCR CDR3 sequence is CASSPEMTGYEQYF. Result: 0 (the TCR does not bind to the epitope). (7) The epitope is AYILFTRFFYV. The TCR CDR3 sequence is CASSLNPSSMYTQYF. Result: 1 (the TCR binds to the epitope).